From a dataset of Catalyst prediction with 721,799 reactions and 888 catalyst types from USPTO. Predict which catalyst facilitates the given reaction. (1) Reactant: C(OC([NH:8][C@@H:9]([CH2:14][C:15]1[CH:20]=[CH:19][C:18]([C:21]2[C:26](=[O:27])[N:25]([CH3:28])[C:24](=[O:29])[N:23]([CH3:30])[C:22]=2[CH3:31])=[CH:17][CH:16]=1)[C:10]([O:12][CH3:13])=[O:11])=O)(C)(C)C.Cl.ClCCl. Product: [NH2:8][C@@H:9]([CH2:14][C:15]1[CH:20]=[CH:19][C:18]([C:21]2[C:26](=[O:27])[N:25]([CH3:28])[C:24](=[O:29])[N:23]([CH3:30])[C:22]=2[CH3:31])=[CH:17][CH:16]=1)[C:10]([O:12][CH3:13])=[O:11]. The catalyst class is: 4. (2) Reactant: [CH2:1]([OH:10])[CH2:2][CH2:3][CH2:4][CH2:5][CH2:6][CH2:7][CH2:8][CH3:9].[O:11]1[CH:17]2[CH:12]1[CH2:13][CH:14]([C:18](OC)=[O:19])[CH2:15][CH2:16]2.N12CCN(CC1)CC2.C1(C)C=CC=CC=1. Product: [CH2:1]([O:10][C:18]([CH:14]1[CH2:15][CH2:16][CH:17]2[O:11][CH:12]2[CH2:13]1)=[O:19])[CH2:2][CH2:3][CH2:4][CH2:5][CH2:6][CH2:7][CH2:8][CH3:9]. The catalyst class is: 5. (3) Reactant: [CH:1]([C:3]1[CH:16]=[CH:15][C:6]([O:7][CH2:8][CH2:9][CH2:10][CH2:11][CH2:12][CH2:13][OH:14])=[C:5]([O:17][CH3:18])[CH:4]=1)=[O:2].[C:19](OC(=O)C)(=[O:21])[CH3:20]. Product: [C:19]([O:14][CH2:13][CH2:12][CH2:11][CH2:10][CH2:9][CH2:8][O:7][C:6]1[CH:15]=[CH:16][C:3]([CH:1]=[O:2])=[CH:4][C:5]=1[O:17][CH3:18])(=[O:21])[CH3:20]. The catalyst class is: 17. (4) Reactant: Cl.[NH2:2][C:3]([CH3:11])([CH3:10])[CH2:4][C:5]([O:7][CH2:8][CH3:9])=[O:6].C(N(CC)CC)C.Cl[C:20](=[O:27])[CH2:21][C:22]([O:24][CH2:25][CH3:26])=[O:23]. Product: [CH2:25]([O:24][C:22](=[O:23])[CH2:21][C:20]([NH:2][C:3]([CH3:11])([CH3:10])[CH2:4][C:5]([O:7][CH2:8][CH3:9])=[O:6])=[O:27])[CH3:26]. The catalyst class is: 2. (5) Reactant: CC1C=CC(S(O[CH2:12][C@@H:13]2[O:22][C:21]3[C:16](=[CH:17][CH:18]=[C:19]4[NH:25][CH:24]([CH3:26])[N:23]([CH3:27])[C:20]4=3)[O:15][CH2:14]2)(=O)=O)=CC=1.[NH:28]1[CH2:33][CH:32]=[C:31]([C:34]2[C:42]3[C:37](=[CH:38][CH:39]=[CH:40][CH:41]=3)[NH:36][CH:35]=2)[CH2:30][CH2:29]1. Product: [NH:36]1[C:37]2[C:42](=[CH:41][CH:40]=[CH:39][CH:38]=2)[C:34]([C:31]2[CH2:32][CH2:33][N:28]([CH2:12][CH:13]3[O:22][C:21]4[C:16](=[CH:17][CH:18]=[C:19]5[NH:25][CH:24]([CH3:26])[N:23]([CH3:27])[C:20]5=4)[O:15][CH2:14]3)[CH2:29][CH:30]=2)=[CH:35]1. The catalyst class is: 148. (6) Reactant: [CH2:1]([C:3]1[CH:4]=[C:5]([CH:9]=[C:10]([CH3:12])[N:11]=1)[C:6]([OH:8])=O)[CH3:2].[CH3:13][C:14]1([CH3:28])[CH:16]2[CH2:17][C:18]3[C:22]([CH:15]12)=[C:21]([CH3:23])[S:20][C:19]=3[C:24]([NH:26][NH2:27])=[O:25].C1C=CC2N(O)N=NC=2C=1.C(Cl)CCl. Product: [CH3:13][C:14]1([CH3:28])[CH:16]2[CH2:17][C:18]3[C:22]([CH:15]12)=[C:21]([CH3:23])[S:20][C:19]=3[C:24]([NH:26][NH:27][C:6](=[O:8])[C:5]1[CH:9]=[C:10]([CH3:12])[N:11]=[C:3]([CH2:1][CH3:2])[CH:4]=1)=[O:25]. The catalyst class is: 2.